This data is from Full USPTO retrosynthesis dataset with 1.9M reactions from patents (1976-2016). The task is: Predict the reactants needed to synthesize the given product. (1) Given the product [C:14]1(=[O:23])[C:15]2[C:20](=[CH:19][CH:18]=[CH:17][CH:16]=2)[C:21](=[O:22])[NH:13]1, predict the reactants needed to synthesize it. The reactants are: NC1C=CC=C2C=1N=C(C[N:13]1[C:21](=[O:22])[C:20]3[C:15](=[CH:16][CH:17]=[CH:18][CH:19]=3)[C:14]1=[O:23])C(C1C=CC=CC=1Cl)=N2.CC(C)=O.Cl.N([O-])=O.[Na+].[I-].[K+]. (2) Given the product [CH3:10][C:11]([S@:14](/[N:16]=[C:7](/[CH:4]1[CH2:5][CH2:6][O:1][CH2:2][CH2:3]1)\[CH3:8])=[O:15])([CH3:13])[CH3:12], predict the reactants needed to synthesize it. The reactants are: [O:1]1[CH2:6][CH2:5][CH:4]([C:7](=O)[CH3:8])[CH2:3][CH2:2]1.[CH3:10][C:11]([S@:14]([NH2:16])=[O:15])([CH3:13])[CH3:12]. (3) Given the product [Cl:11][C:12]1[CH:19]=[CH:18][C:15](/[CH:16]=[C:3]2\[C:2](=[O:10])[NH:1][C:9]3[C:4]\2=[CH:5][CH:6]=[CH:7][CH:8]=3)=[CH:14][CH:13]=1, predict the reactants needed to synthesize it. The reactants are: [NH:1]1[C:9]2[C:4](=[CH:5][CH:6]=[CH:7][CH:8]=2)[CH2:3][C:2]1=[O:10].[Cl:11][C:12]1[CH:19]=[CH:18][C:15]([CH:16]=O)=[CH:14][CH:13]=1.N1CCCC1.